Dataset: Catalyst prediction with 721,799 reactions and 888 catalyst types from USPTO. Task: Predict which catalyst facilitates the given reaction. (1) Reactant: [CH:1]1([OH:7])[CH2:6][CH2:5][CH2:4][CH2:3][CH2:2]1.[H-].[Na+].[Br:10][C:11]1[CH:12]=[CH:13][C:14](Cl)=[N:15][CH:16]=1. Product: [Br:10][C:11]1[CH:12]=[CH:13][C:14]([O:7][CH:1]2[CH2:6][CH2:5][CH2:4][CH2:3][CH2:2]2)=[N:15][CH:16]=1. The catalyst class is: 80. (2) Reactant: [CH2:1]([N:4]([CH2:24][CH2:25][CH3:26])[C:5]1[CH:10]=[CH:9][N:8]=[C:7]([NH:11][C:12]([NH:14][C:15]2[C:20]([CH3:21])=[CH:19][C:18]([CH3:22])=[CH:17][C:16]=2[CH3:23])=[S:13])[CH:6]=1)[CH2:2][CH3:3].BrBr. Product: [C:20]1([CH3:21])[CH:19]=[C:18]([CH3:22])[CH:17]=[C:16]([CH3:23])[C:15]=1[NH:14][C:12]1[S:13][C:6]2[C:7]([N:11]=1)=[N:8][CH:9]=[CH:10][C:5]=2[N:4]([CH2:1][CH2:2][CH3:3])[CH2:24][CH2:25][CH3:26]. The catalyst class is: 15. (3) Product: [F:35][C:36]1[CH:41]=[CH:40][C:39]([CH2:42][NH:43][C:32](=[O:33])[CH2:31][N:15]2[CH2:16][CH2:17][C:18]([C:19]3[CH:20]=[CH:21][CH:22]=[CH:23][CH:24]=3)([C:25]3[CH:30]=[CH:29][CH:28]=[CH:27][CH:26]=3)[C:14]2=[O:13])=[CH:38][CH:37]=1. The catalyst class is: 4. Reactant: Cl.C(N=C=NCCCN(C)C)C.[O:13]=[C:14]1[C:18]([C:25]2[CH:30]=[CH:29][CH:28]=[CH:27][CH:26]=2)([C:19]2[CH:24]=[CH:23][CH:22]=[CH:21][CH:20]=2)[CH2:17][CH2:16][N:15]1[CH2:31][C:32](O)=[O:33].[F:35][C:36]1[CH:41]=[CH:40][C:39]([CH2:42][NH2:43])=[CH:38][CH:37]=1. (4) Reactant: [CH3:1][C:2]([CH3:29])([CH3:28])[C@H:3]([N:11]1[CH2:15][CH2:14][N:13]([CH2:16][C:17]2[CH:22]=[CH:21][CH:20]=[CH:19][C:18]=2[C:23]([F:26])([F:25])[F:24])[C:12]1=[O:27])[C:4]([O:6]C(C)(C)C)=[O:5].FC(F)(F)C(O)=O. Product: [CH3:1][C:2]([CH3:29])([CH3:28])[C@H:3]([N:11]1[CH2:15][CH2:14][N:13]([CH2:16][C:17]2[CH:22]=[CH:21][CH:20]=[CH:19][C:18]=2[C:23]([F:26])([F:25])[F:24])[C:12]1=[O:27])[C:4]([OH:6])=[O:5]. The catalyst class is: 4. (5) Reactant: [C:1]([O:5][C:6]([N:8]([C:16]1[C:21]([C:22]#[C:23][Si](C)(C)C)=[N:20][C:19]([C:28]2[CH:33]=[CH:32][C:31](=[O:34])[N:30]([CH:35]3[CH2:39][CH2:38][CH2:37][CH2:36]3)[CH:29]=2)=[CH:18][N:17]=1)[C:9](=[O:15])[O:10][C:11]([CH3:14])([CH3:13])[CH3:12])=[O:7])([CH3:4])([CH3:3])[CH3:2].C(=O)([O-])[O-].[Na+].[Na+].O. Product: [C:1]([O:5][C:6]([N:8]([C:16]1[C:21]([C:22]#[CH:23])=[N:20][C:19]([C:28]2[CH:33]=[CH:32][C:31](=[O:34])[N:30]([CH:35]3[CH2:36][CH2:37][CH2:38][CH2:39]3)[CH:29]=2)=[CH:18][N:17]=1)[C:9](=[O:15])[O:10][C:11]([CH3:13])([CH3:14])[CH3:12])=[O:7])([CH3:2])([CH3:3])[CH3:4]. The catalyst class is: 3. (6) Reactant: Br[C:2]1[CH:3]=[C:4]2[C:9](=[N:10][CH:11]=1)[NH:8][C:7](=[O:12])[C:6]([CH3:14])([CH3:13])[CH:5]2[OH:15].[C:16]([O:20][C:21]([CH3:24])([CH3:23])[CH3:22])(=[O:19])[CH:17]=[CH2:18].C(N(C(C)C)C(C)C)C.CC1C=CC=CC=1P(C1C=CC=CC=1C)C1C=CC=CC=1C. Product: [OH:15][CH:5]1[C:6]([CH3:14])([CH3:13])[C:7](=[O:12])[NH:8][C:9]2[N:10]=[CH:11][C:2](/[CH:18]=[CH:17]/[C:16]([O:20][C:21]([CH3:24])([CH3:23])[CH3:22])=[O:19])=[CH:3][C:4]1=2. The catalyst class is: 416. (7) Reactant: [CH2:1]([NH:8][C:9]([C:11]1[S:12][C:13](Br)=[CH:14][C:15]=1[CH3:16])=[O:10])[C:2]1[CH:7]=[CH:6][CH:5]=[CH:4][CH:3]=1.[Cu](C#N)[C:19]#[N:20]. Product: [CH2:1]([NH:8][C:9]([C:11]1[S:12][C:13]([C:19]#[N:20])=[CH:14][C:15]=1[CH3:16])=[O:10])[C:2]1[CH:7]=[CH:6][CH:5]=[CH:4][CH:3]=1. The catalyst class is: 9.